Task: Predict the product of the given reaction.. Dataset: Forward reaction prediction with 1.9M reactions from USPTO patents (1976-2016) (1) Given the reactants Cl[C:2]1[CH:11]=[N:10][C:9]2[C:4](=[CH:5][CH:6]=[CH:7][CH:8]=2)[N:3]=1.[CH2:12]([NH2:19])[C:13]1[CH:18]=[CH:17][CH:16]=[CH:15][CH:14]=1, predict the reaction product. The product is: [CH2:12]([NH:19][C:2]1[CH:11]=[N:10][C:9]2[C:4](=[CH:5][CH:6]=[CH:7][CH:8]=2)[N:3]=1)[C:13]1[CH:18]=[CH:17][CH:16]=[CH:15][CH:14]=1. (2) The product is: [CH3:7][O:8][C:9](=[O:20])[C:10]1[CH:15]=[C:14]([N:1]2[CH2:6][CH2:5][O:4][CH2:3][CH2:2]2)[CH:13]=[CH:12][C:11]=1[N+:17]([O-:19])=[O:18]. Given the reactants [NH:1]1[CH2:6][CH2:5][O:4][CH2:3][CH2:2]1.[CH3:7][O:8][C:9](=[O:20])[C:10]1[CH:15]=[C:14](F)[CH:13]=[CH:12][C:11]=1[N+:17]([O-:19])=[O:18].O, predict the reaction product. (3) Given the reactants C[O:2][C:3]1[N:8]=[C:7]2[N:9]([CH3:18])[CH:10]=[C:11]([C:12]3[CH:17]=[CH:16][CH:15]=[CH:14][CH:13]=3)[C:6]2=[C:5]([C:19]([F:22])([F:21])[F:20])[CH:4]=1.C[Si](I)(C)C, predict the reaction product. The product is: [CH3:18][N:9]1[C:7]2[NH:8][C:3](=[O:2])[CH:4]=[C:5]([C:19]([F:21])([F:20])[F:22])[C:6]=2[C:11]([C:12]2[CH:17]=[CH:16][CH:15]=[CH:14][CH:13]=2)=[CH:10]1. (4) Given the reactants [O:1]([CH2:8][CH2:9][N:10]1[C@@H:19]([C:20]([NH:22][C@H:23]([C:25]2[CH:34]=[CH:33][C:28]([C:29]([O:31]C)=[O:30])=[CH:27][CH:26]=2)[CH3:24])=[O:21])[CH2:18][C:17]2[C:12](=[CH:13][CH:14]=[CH:15][CH:16]=2)[CH2:11]1)[C:2]1[CH:7]=[CH:6][CH:5]=[CH:4][CH:3]=1.[OH-].[Na+], predict the reaction product. The product is: [O:1]([CH2:8][CH2:9][N:10]1[C@@H:19]([C:20]([NH:22][C@H:23]([C:25]2[CH:26]=[CH:27][C:28]([C:29]([OH:31])=[O:30])=[CH:33][CH:34]=2)[CH3:24])=[O:21])[CH2:18][C:17]2[C:12](=[CH:13][CH:14]=[CH:15][CH:16]=2)[CH2:11]1)[C:2]1[CH:7]=[CH:6][CH:5]=[CH:4][CH:3]=1.